Dataset: Full USPTO retrosynthesis dataset with 1.9M reactions from patents (1976-2016). Task: Predict the reactants needed to synthesize the given product. (1) The reactants are: COC1C=CC(C[NH:8][C:9]2([C:22]#[C:23][C:24]3[CH:25]=[C:26]([CH3:30])[CH:27]=[CH:28][CH:29]=3)[CH2:17][CH2:16][CH2:15][C@@H:14]3[C@H:10]2[CH2:11][CH2:12][N:13]3[C:18]([O:20][CH3:21])=[O:19])=CC=1. Given the product [NH2:8][C@@:9]1([C:22]#[C:23][C:24]2[CH:25]=[C:26]([CH3:30])[CH:27]=[CH:28][CH:29]=2)[CH2:17][CH2:16][CH2:15][C@@H:14]2[C@H:10]1[CH2:11][CH2:12][N:13]2[C:18]([O:20][CH3:21])=[O:19], predict the reactants needed to synthesize it. (2) The reactants are: [CH3:1][Si:2](Cl)([CH3:4])[CH3:3].[CH2:6]1[CH2:10]O[CH2:8][CH2:7]1. Given the product [CH3:1][Si:2]([CH3:4])([CH3:8])[C:3]1[CH:7]=[C:6]([CH3:10])[C:8]([Si:2]([CH3:4])([CH3:3])[CH3:1])=[CH:7][C:6]=1[CH3:10], predict the reactants needed to synthesize it. (3) Given the product [C:24]([O:23][C:21]([NH:20][C@H:19]([C:28]([O:30][C:31]([CH3:34])([CH3:33])[CH3:32])=[O:29])[CH2:18][C@H:17]([CH2:16][C:15]1[CH:42]=[CH:43][C:12]([O:11][CH2:10][CH2:9][OH:8])=[C:13]([O:44][C:45]([CH3:48])([CH3:47])[CH3:46])[CH:14]=1)[C:35]([O:37][C:38]([CH3:40])([CH3:39])[CH3:41])=[O:36])=[O:22])([CH3:25])([CH3:26])[CH3:27], predict the reactants needed to synthesize it. The reactants are: C([O:8][CH2:9][CH2:10][O:11][C:12]1[CH:43]=[CH:42][C:15]([CH2:16][C@H:17]([C:35]([O:37][C:38]([CH3:41])([CH3:40])[CH3:39])=[O:36])[CH2:18][C@@H:19]([C:28]([O:30][C:31]([CH3:34])([CH3:33])[CH3:32])=[O:29])[NH:20][C:21]([O:23][C:24]([CH3:27])([CH3:26])[CH3:25])=[O:22])=[CH:14][C:13]=1[O:44][C:45]([CH3:48])([CH3:47])[CH3:46])C1C=CC=CC=1. (4) Given the product [Cl:1][C:2]1[CH:10]=[CH:9][CH:8]=[CH:7][C:3]=1[C:4]([NH:52][C@H:51]([C:53]([OH:55])=[O:54])[CH2:50][C:49]1[CH:57]=[CH:58][C:46]([CH2:45][CH2:44][CH2:43][C:40]2[CH:41]=[CH:42][C:34]3[O:33][CH2:38][CH2:37][NH:36][C:35]=3[N:39]=2)=[CH:47][CH:48]=1)=[O:6], predict the reactants needed to synthesize it. The reactants are: [Cl:1][C:2]1[CH:10]=[CH:9][CH:8]=[CH:7][C:3]=1[C:4]([OH:6])=O.CN(C(ON1N=NC2C=CC=CC1=2)=[N+](C)C)C.[B-](F)(F)(F)F.[O:33]1[CH2:38][CH2:37][NH:36][C:35]2[N:39]=[C:40]([CH2:43][CH2:44][CH2:45][C:46]3[CH:58]=[CH:57][C:49]([CH2:50][C@@H:51]([C:53]([O:55]C)=[O:54])[NH2:52])=[CH:48][CH:47]=3)[CH:41]=[CH:42][C:34]1=2.[OH-].[Na+]. (5) Given the product [C:33]([O:32][CH2:31][CH:28]([CH2:27][OH:26])[O:29][CH3:30])(=[O:51])[CH2:34][CH2:35][CH2:36][CH2:37][CH2:38][CH2:39][CH2:40]/[CH:41]=[CH:42]\[CH2:43][CH2:44][CH2:45][CH2:46][CH2:47][CH2:48][CH2:49][CH3:50], predict the reactants needed to synthesize it. The reactants are: CCCC[N+](CCCC)(CCCC)CCCC.[F-].[Si]([O:26][CH2:27][CH:28]([CH2:31][O:32][C:33](=[O:51])[CH2:34][CH2:35][CH2:36][CH2:37][CH2:38][CH2:39][CH2:40]/[CH:41]=[CH:42]\[CH2:43][CH2:44][CH2:45][CH2:46][CH2:47][CH2:48][CH2:49][CH3:50])[O:29][CH3:30])(C(C)(C)C)(C)C. (6) The reactants are: FC(F)(F)C(O)=O.[Cl:8][C:9]1[CH:14]=[C:13]([F:15])[C:12]([C:16]2([C:36]#[N:37])[CH:20]([CH2:21][C:22]([CH3:25])([CH3:24])[CH3:23])[NH:19][CH:18]([C:26]([OH:28])=O)[CH:17]2[C:29]2[CH:34]=[CH:33][CH:32]=[C:31]([Cl:35])[CH:30]=2)=[C:11]([F:38])[CH:10]=1.CC1(C)[O:44][C@@H:43]([CH2:45][CH2:46][NH2:47])[CH2:42][O:41]1.CN(C(ON1N=NC2C=CC=NC1=2)=[N+](C)C)C.F[P-](F)(F)(F)(F)F.CCN(C(C)C)C(C)C.Cl. Given the product [OH:44][C@H:43]([CH2:42][OH:41])[CH2:45][CH2:46][NH:47][C:26]([CH:18]1[CH:17]([C:29]2[CH:34]=[CH:33][CH:32]=[C:31]([Cl:35])[CH:30]=2)[C:16]([C:12]2[C:11]([F:38])=[CH:10][C:9]([Cl:8])=[CH:14][C:13]=2[F:15])([C:36]#[N:37])[CH:20]([CH2:21][C:22]([CH3:23])([CH3:24])[CH3:25])[NH:19]1)=[O:28], predict the reactants needed to synthesize it. (7) Given the product [CH2:1]([O:8][C:9]1[C:14]([CH2:15][N:16]2[CH2:25][CH2:24][C:23]3[C:18](=[C:19]([Cl:28])[C:20]([CH:52]([OH:53])[CH:49]4[CH2:50][CH2:51][N:46]([C:39]([O:41][C:42]([CH3:44])([CH3:43])[CH3:45])=[O:40])[CH2:47][CH2:48]4)=[CH:21][C:22]=3[Cl:26])[C:17]2=[O:29])=[C:13]([CH3:30])[CH:12]=[C:11]([CH3:31])[N:10]=1)[C:2]1[CH:7]=[CH:6][CH:5]=[CH:4][CH:3]=1, predict the reactants needed to synthesize it. The reactants are: [CH2:1]([O:8][C:9]1[C:14]([CH2:15][N:16]2[CH2:25][CH2:24][C:23]3[C:18](=[C:19]([Cl:28])[C:20](Br)=[CH:21][C:22]=3[Cl:26])[C:17]2=[O:29])=[C:13]([CH3:30])[CH:12]=[C:11]([CH3:31])[N:10]=1)[C:2]1[CH:7]=[CH:6][CH:5]=[CH:4][CH:3]=1.C([Mg]Cl)(C)C.[Li+].[Cl-].[C:39]([N:46]1[CH2:51][CH2:50][CH:49]([CH:52]=[O:53])[CH2:48][CH2:47]1)([O:41][C:42]([CH3:45])([CH3:44])[CH3:43])=[O:40]. (8) Given the product [C:1]([NH:4][C:5]1[NH:9][N:8]=[C:7]([C:10]([OH:12])=[O:11])[N:6]=1)(=[O:3])[CH3:2], predict the reactants needed to synthesize it. The reactants are: [C:1]([NH:4][C:5]1[NH:9][N:8]=[C:7]([C:10]([O:12]CC)=[O:11])[N:6]=1)(=[O:3])[CH3:2].Cl. (9) Given the product [CH2:1]([O:3][CH:4]([O:7][CH2:8][CH3:9])[CH2:5][O:29][C:26]1[CH:25]=[CH:24][C:23]([F:22])=[N:28][CH:27]=1)[CH3:2], predict the reactants needed to synthesize it. The reactants are: [CH2:1]([O:3][CH:4]([O:7][CH2:8][CH3:9])[CH2:5]Br)[CH3:2].C(=O)([O-])[O-].[Cs+].[Cs+].CN(C)C(=O)C.[F:22][C:23]1[N:28]=[CH:27][C:26]([OH:29])=[CH:25][CH:24]=1. (10) Given the product [Cl:13][C:10]1[C:9]2[C:4](=[CH:5][N:6]=[CH:7][CH:8]=2)[N:3]=[C:2]([C:17]2[CH:16]=[C:15]([F:14])[CH:20]=[C:19]([F:21])[CH:18]=2)[C:11]=1[CH3:12], predict the reactants needed to synthesize it. The reactants are: Cl[C:2]1[C:11]([CH3:12])=[C:10]([Cl:13])[C:9]2[C:4](=[CH:5][N:6]=[CH:7][CH:8]=2)[N:3]=1.[F:14][C:15]1[CH:16]=[C:17](B(O)O)[CH:18]=[C:19]([F:21])[CH:20]=1.C(=O)([O-])[O-].[K+].[K+].